From a dataset of Reaction yield outcomes from USPTO patents with 853,638 reactions. Predict the reaction yield, written as a fraction of the theoretical maximum amount of product (1.0 means a 100% yield; for example, 0.34 means a 34% yield). (1) The reactants are [NH2:1][C:2]1[C:3](=[O:21])[NH:4][C:5](=[S:20])[N:6]([CH:9]([C:11]2[NH:15][C:14]3[CH:16]=[CH:17][CH:18]=[CH:19][C:13]=3[N:12]=2)[CH3:10])[C:7]=1[NH2:8].[C:22](O)(=O)C.C(N)=N. The catalyst is CS(C)=O. The product is [NH:12]1[C:13]2[CH:19]=[CH:18][CH:17]=[CH:16][C:14]=2[N:15]=[C:11]1[CH:9]([N:6]1[C:7]2[N:8]=[CH:22][NH:1][C:2]=2[C:3](=[O:21])[NH:4][C:5]1=[S:20])[CH3:10]. The yield is 0.110. (2) The reactants are [NH2:1][C:2]1[CH:3]=[CH:4][C:5]([CH3:9])=[C:6]([OH:8])[CH:7]=1.C(N(CC)CC)C.[C:17]([O:21][C:22](O[C:22]([O:21][C:17]([CH3:20])([CH3:19])[CH3:18])=[O:23])=[O:23])([CH3:20])([CH3:19])[CH3:18]. The catalyst is O1CCCC1.O. The product is [C:17]([O:21][C:22](=[O:23])[NH:1][C:2]1[CH:3]=[CH:4][C:5]([CH3:9])=[C:6]([OH:8])[CH:7]=1)([CH3:20])([CH3:19])[CH3:18]. The yield is 0.180. (3) The yield is 0.730. The product is [NH2:1][CH:4]([C:6]1[N:7]=[CH:8][C:9]([NH:12][C:13]2[CH:14]=[CH:15][C:16]([C:19]([F:21])([F:22])[F:20])=[CH:17][CH:18]=2)=[N:10][CH:11]=1)[CH3:5]. The reactants are [N:1]([CH:4]([C:6]1[N:7]=[CH:8][C:9]([NH:12][C:13]2[CH:18]=[CH:17][C:16]([C:19]([F:22])([F:21])[F:20])=[CH:15][CH:14]=2)=[N:10][CH:11]=1)[CH3:5])=[N+]=[N-].C1(P(C2C=CC=CC=2)C2C=CC=CC=2)C=CC=CC=1. The catalyst is C1COCC1.O. (4) The yield is 0.500. The reactants are [F:1][C:2]1[C:7]([F:8])=[CH:6][CH:5]=[C:4]([F:9])[N:3]=1.[N+:10]([O-])([OH:12])=[O:11].OS(O)(=O)=O. No catalyst specified. The product is [F:1][C:2]1[C:7]([F:8])=[CH:6][C:5]([N+:10]([O-:12])=[O:11])=[C:4]([F:9])[N:3]=1. (5) The reactants are [C:1]([CH2:3][C:4]1[CH:5]=[C:6]([CH2:12][C:13]#[N:14])[C:7]([CH3:11])=[N:8][C:9]=1[CH3:10])#[N:2].Cl.N[C:17]1[C:22]([F:23])=[C:21]([F:24])[CH:20]=[C:19]([F:25])[C:18]=1[SH:26].C(O)(=O)C.C(=O)(O)[O-].[Na+]. The catalyst is FC(F)(F)CO.C(C1C=C(C)C=C(C(C)(C)C)C=1O)(C)(C)C. The product is [CH3:10][C:9]1[C:4]([CH2:3][C:1]#[N:2])=[CH:5][C:6]([CH2:12][C:13]2[S:26][C:18]3[C:19]([F:25])=[CH:20][C:21]([F:24])=[C:22]([F:23])[C:17]=3[N:14]=2)=[C:7]([CH3:11])[N:8]=1. The yield is 0.380. (6) The catalyst is C1COCC1. The product is [Cl:1][C:2]1[CH:14]=[CH:13][C:5]([O:6][CH2:7][C:8]([OH:10])=[O:9])=[C:4]([F:15])[C:3]=1[NH:16][CH2:17][C:18]1[CH:23]=[C:22]([C:24]2[CH:29]=[CH:28][CH:27]=[C:26]([F:30])[CH:25]=2)[CH:21]=[CH:20][C:19]=1[F:31]. The reactants are [Cl:1][C:2]1[CH:14]=[CH:13][C:5]([O:6][CH2:7][C:8]([O:10]CC)=[O:9])=[C:4]([F:15])[C:3]=1[NH:16][CH2:17][C:18]1[CH:23]=[C:22]([C:24]2[CH:29]=[CH:28][CH:27]=[C:26]([F:30])[CH:25]=2)[CH:21]=[CH:20][C:19]=1[F:31].[OH-].[Na+]. The yield is 0.870. (7) The reactants are [NH:1]([CH2:3][C:4]([OH:6])=[O:5])[CH3:2].[C:7]([O:15][CH:16]([O:20][C:21](ON1C(=O)CCC1=O)=[O:22])[CH:17]([CH3:19])[CH3:18])(=[O:14])[C:8]1[CH:13]=[CH:12][CH:11]=[CH:10][CH:9]=1. The catalyst is C(#N)C.O. The product is [CH3:2][N:1]([C:21]([O:20][CH:16]([O:15][C:7]([C:8]1[CH:13]=[CH:12][CH:11]=[CH:10][CH:9]=1)=[O:14])[CH:17]([CH3:19])[CH3:18])=[O:22])[CH2:3][C:4]([OH:6])=[O:5]. The yield is 0.395. (8) The reactants are [C:1]([Cl:6])(=O)[C:2](Cl)=[O:3].[CH3:7][O:8][C:9]1[CH:19]=[CH:18][C:12]([CH2:13][NH:14][CH2:15][C:16]#[N:17])=[CH:11][CH:10]=1.[Cl:20]C1C=CC=CC=1. No catalyst specified. The product is [Cl:6][C:1]1[C:2](=[O:3])[N:14]([CH2:13][C:12]2[CH:18]=[CH:19][C:9]([O:8][CH3:7])=[CH:10][CH:11]=2)[CH:15]=[C:16]([Cl:20])[N:17]=1. The yield is 0.276.